This data is from Forward reaction prediction with 1.9M reactions from USPTO patents (1976-2016). The task is: Predict the product of the given reaction. (1) Given the reactants [CH3:1][N:2]1[C:6]2[CH:7]=[CH:8][CH:9]=[C:10]([NH:11][C:12]([C:14]3[C:18]4[N:19]=[C:20](Cl)[N:21]=[CH:22][C:17]=4[S:16][CH:15]=3)=[O:13])[C:5]=2[N:4]=[CH:3]1.[NH2:24][C@@H:25]1[CH2:30][CH2:29][O:28][CH2:27][C@@H:26]1[NH:31][C:32](=[O:38])[O:33][C:34]([CH3:37])([CH3:36])[CH3:35].C(N(CC)CC)C, predict the reaction product. The product is: [C:34]([O:33][C:32](=[O:38])[NH:31][C@@H:26]1[C@H:25]([NH:24][C:20]2[N:21]=[CH:22][C:17]3[S:16][CH:15]=[C:14]([C:12](=[O:13])[NH:11][C:10]4[C:5]5[N:4]=[CH:3][N:2]([CH3:1])[C:6]=5[CH:7]=[CH:8][CH:9]=4)[C:18]=3[N:19]=2)[CH2:30][CH2:29][O:28][CH2:27]1)([CH3:37])([CH3:35])[CH3:36]. (2) The product is: [N:25]1[CH:26]=[CH:27][CH:28]=[C:23]([CH2:22][NH:21][C:19]([C:16]2[N:8]3[C:7]([CH2:6][NH:5][C:11]4[CH:12]=[CH:13][CH:14]=[CH:15][C:10]=4[CH2:9]3)=[CH:18][CH:17]=2)=[O:20])[CH:24]=1. Given the reactants COC([N:5]1[C:11]2[CH:12]=[CH:13][CH:14]=[CH:15][C:10]=2[CH2:9][N:8]2[C:16]([C:19]([NH:21][CH2:22][C:23]3[CH:24]=[N:25][CH:26]=[CH:27][CH:28]=3)=[O:20])=[CH:17][CH:18]=[C:7]2[CH2:6]1)=O.C(=O)([O-])[O-].[K+].[K+].O.Cl, predict the reaction product. (3) Given the reactants [NH2:1][C@@H:2]1[CH2:6][CH2:5][N:4]([CH2:7][C:8]2[C:17]([Cl:18])=[C:16]3[C:11]([C:12](=[O:33])[N:13]([CH2:20][C:21]4[CH:26]=[C:25]([Cl:27])[CH:24]=[CH:23][C:22]=4[S:28]([CH2:31][CH3:32])(=[O:30])=[O:29])[C:14](=[O:19])[NH:15]3)=[CH:10][C:9]=2[C:34]([F:37])([F:36])[F:35])[CH2:3]1.C(OC([NH:45][C@H:46]([CH3:50])[C:47](O)=[O:48])=O)(C)(C)C.CN(C(ON1N=NC2C=CC=NC1=2)=[N+](C)C)C.F[P-](F)(F)(F)(F)F.CN(C(ON1N=NC2C=CC=CC1=2)=[N+](C)C)C.F[P-](F)(F)(F)(F)F, predict the reaction product. The product is: [NH2:45][C@H:46]([CH3:50])[C:47]([NH:1][C@@H:2]1[CH2:6][CH2:5][N:4]([CH2:7][C:8]2[C:17]([Cl:18])=[C:16]3[C:11]([C:12](=[O:33])[N:13]([CH2:20][C:21]4[CH:26]=[C:25]([Cl:27])[CH:24]=[CH:23][C:22]=4[S:28]([CH2:31][CH3:32])(=[O:30])=[O:29])[C:14](=[O:19])[NH:15]3)=[CH:10][C:9]=2[C:34]([F:35])([F:36])[F:37])[CH2:3]1)=[O:48]. (4) Given the reactants C(O)=O.C(N(CC)CC)C.[F:11][C:12]([F:24])([F:23])[C:13]1[C:21]2[O:20][CH2:19][C:18](=[O:22])[C:17]=2[CH:16]=[CH:15][CH:14]=1, predict the reaction product. The product is: [F:24][C:12]([F:11])([F:23])[C:13]1[C:21]2[O:20][CH2:19][C@H:18]([OH:22])[C:17]=2[CH:16]=[CH:15][CH:14]=1. (5) Given the reactants [Cl:1][C:2]1[N:7]=[C:6](Cl)[C:5]([CH:9]=O)=[C:4](Cl)[N:3]=1.Cl.[CH2:13]([N:20]1[CH2:25][CH2:24][CH:23]([NH:26][NH2:27])[CH2:22][CH2:21]1)[C:14]1[CH:19]=[CH:18][CH:17]=[CH:16][CH:15]=1.CCN(CC)CC.Cl.[CH:36]12[O:43][CH:40]([CH2:41][CH2:42]1)[CH2:39][NH:38][CH2:37]2, predict the reaction product. The product is: [CH2:13]([N:20]1[CH2:21][CH2:22][CH:23]([N:26]2[C:6]3=[N:7][C:2]([Cl:1])=[N:3][C:4]([N:38]4[CH2:37][CH:36]5[O:43][CH:40]([CH2:41][CH2:42]5)[CH2:39]4)=[C:5]3[CH:9]=[N:27]2)[CH2:24][CH2:25]1)[C:14]1[CH:15]=[CH:16][CH:17]=[CH:18][CH:19]=1. (6) Given the reactants Br[CH2:2][C:3]([C:5]1[C:6]([C:11]2[CH:16]=[CH:15][CH:14]=[CH:13][CH:12]=2)=[N:7][O:8][C:9]=1[CH3:10])=O.[NH2:17][C:18]1[CH:23]=[C:22]([CH2:24][CH3:25])[CH:21]=[CH:20][N:19]=1, predict the reaction product. The product is: [CH2:24]([C:22]1[CH:21]=[CH:20][N:19]2[CH:2]=[C:3]([C:5]3[C:6]([C:11]4[CH:16]=[CH:15][CH:14]=[CH:13][CH:12]=4)=[N:7][O:8][C:9]=3[CH3:10])[N:17]=[C:18]2[CH:23]=1)[CH3:25]. (7) Given the reactants [Cl:1][C:2]1[CH:3]=[C:4]([CH:8]=[CH:9][C:10]=1[N:11]([CH2:28][CH2:29][OH:30])[C:12]([C:14]1[S:27][C:17]2[C:18]3[CH:26]=[CH:25][CH:24]=[CH:23][C:19]=3[O:20][CH2:21][CH2:22][C:16]=2[CH:15]=1)=[O:13])[C:5](O)=[O:6].C[N:32](C(ON1N=NC2C=CC=NC1=2)=[N+](C)C)C.F[P-](F)(F)(F)(F)F.CCN(C(C)C)C(C)C.[Cl-].[NH4+], predict the reaction product. The product is: [C:5]([C:4]1[CH:8]=[CH:9][C:10]([N:11]([CH2:28][CH2:29][OH:30])[C:12]([C:14]2[S:27][C:17]3[C:18]4[CH:26]=[CH:25][CH:24]=[CH:23][C:19]=4[O:20][CH2:21][CH2:22][C:16]=3[CH:15]=2)=[O:13])=[C:2]([Cl:1])[CH:3]=1)(=[O:6])[NH2:32]. (8) Given the reactants [Cl:1][C:2]1[N:7]=[CH:6][C:5]2[CH:8]=[N:9][NH:10][C:4]=2[CH:3]=1.[OH-].[K+].[I:13]I, predict the reaction product. The product is: [Cl:1][C:2]1[N:7]=[CH:6][C:5]2[C:8]([I:13])=[N:9][NH:10][C:4]=2[CH:3]=1. (9) Given the reactants [CH3:1][NH:2][CH2:3][C:4]1[C:12]2[O:11][N:10]=[C:9]([CH2:13][CH2:14][CH:15]3[CH2:20][CH2:19][N:18]([CH2:21][CH:22]4[O:26][CH2:25][CH2:24][O:23]4)[CH2:17][CH2:16]3)[C:8]=2[CH:7]=[CH:6][C:5]=1[O:27][CH2:28][C:29]1[CH:34]=[CH:33][C:32]([F:35])=[CH:31][CH:30]=1.[ClH:36].CC(C)=O, predict the reaction product. The product is: [ClH:36].[ClH:36].[CH3:1][NH:2][CH2:3][C:4]1[C:12]2[O:11][N:10]=[C:9]([CH2:13][CH2:14][CH:15]3[CH2:16][CH2:17][N:18]([CH2:21][CH:22]4[O:26][CH2:25][CH2:24][O:23]4)[CH2:19][CH2:20]3)[C:8]=2[CH:7]=[CH:6][C:5]=1[O:27][CH2:28][C:29]1[CH:34]=[CH:33][C:32]([F:35])=[CH:31][CH:30]=1.